This data is from Retrosynthesis with 50K atom-mapped reactions and 10 reaction types from USPTO. The task is: Predict the reactants needed to synthesize the given product. Given the product COC(=O)c1nnn(Cc2ccccc2F)c1C(=O)OC, predict the reactants needed to synthesize it. The reactants are: COC(=O)C#CC(=O)OC.NC(=O)c1nnn(Cc2ccccc2F)c1C(N)=O.